Dataset: Reaction yield outcomes from USPTO patents with 853,638 reactions. Task: Predict the reaction yield, written as a fraction of the theoretical maximum amount of product (1.0 means a 100% yield; for example, 0.34 means a 34% yield). (1) The product is [C:7]([O:11][C:12]([N:14]1[CH2:18][CH2:17][CH2:16][C@H:15]1[C:19]1[NH:20][C:21]([C:24]2[CH:29]=[CH:28][C:27]([B:31]3[O:35][C:34]([CH3:37])([CH3:36])[C:33]([CH3:39])([CH3:38])[O:32]3)=[CH:26][CH:25]=2)=[CH:22][N:23]=1)=[O:13])([CH3:10])([CH3:9])[CH3:8]. The reactants are O1CCOCC1.[C:7]([O:11][C:12]([N:14]1[CH2:18][CH2:17][CH2:16][C@H:15]1[C:19]1[NH:20][C:21]([C:24]2[CH:29]=[CH:28][C:27](Br)=[CH:26][CH:25]=2)=[CH:22][N:23]=1)=[O:13])([CH3:10])([CH3:9])[CH3:8].[B:31]1([B:31]2[O:35][C:34]([CH3:37])([CH3:36])[C:33]([CH3:39])([CH3:38])[O:32]2)[O:35][C:34]([CH3:37])([CH3:36])[C:33]([CH3:39])([CH3:38])[O:32]1.C([O-])(=O)C.[K+]. The catalyst is C(OCC)(=O)C.C1C=CC([P]([Pd]([P](C2C=CC=CC=2)(C2C=CC=CC=2)C2C=CC=CC=2)([P](C2C=CC=CC=2)(C2C=CC=CC=2)C2C=CC=CC=2)[P](C2C=CC=CC=2)(C2C=CC=CC=2)C2C=CC=CC=2)(C2C=CC=CC=2)C2C=CC=CC=2)=CC=1. The yield is 0.760. (2) The reactants are [NH2:1][CH2:2][CH2:3][CH2:4][C:5]([OH:7])=[O:6].C1CCN2C(=NCCC2)CC1.[CH:19]1([N:25]=[C:26]=[O:27])[CH2:24][CH2:23][CH2:22][CH2:21][CH2:20]1.Cl. The catalyst is [OH-].[Na+]. The product is [CH:19]1([NH:25][C:26](=[O:27])[NH:1][CH2:2][CH2:3][CH2:4][C:5]([OH:7])=[O:6])[CH2:24][CH2:23][CH2:22][CH2:21][CH2:20]1. The yield is 0.760. (3) The reactants are [C:1]([O:5][C:6]([N:8]1[CH2:13][CH:12]=[C:11](OS(C(F)(F)F)(=O)=O)[CH2:10][CH2:9]1)=[O:7])([CH3:4])([CH3:3])[CH3:2].[Br-].[N:23]1[CH:28]=[CH:27][CH:26]=[CH:25][C:24]=1[Zn+]. The catalyst is C1COCC1.C1C=CC([P]([Pd]([P](C2C=CC=CC=2)(C2C=CC=CC=2)C2C=CC=CC=2)([P](C2C=CC=CC=2)(C2C=CC=CC=2)C2C=CC=CC=2)[P](C2C=CC=CC=2)(C2C=CC=CC=2)C2C=CC=CC=2)(C2C=CC=CC=2)C2C=CC=CC=2)=CC=1. The product is [C:1]([O:5][C:6]([N:8]1[CH2:13][CH:12]=[C:11]([C:24]2[CH:25]=[CH:26][CH:27]=[CH:28][N:23]=2)[CH2:10][CH2:9]1)=[O:7])([CH3:4])([CH3:3])[CH3:2]. The yield is 0.640. (4) The reactants are COC(=O)O[CH2:5][C:6]1[C:7]([F:21])=[C:8]([C:14]2[CH:19]=[CH:18][CH:17]=[C:16]([Cl:20])[CH:15]=2)[C:9]([O:12][CH3:13])=[CH:10][CH:11]=1.CC1(C)C(C)(C)OB([C:31]2[CH:32]=[CH:33][C:34]([N:37]3[CH2:42][CH2:41][NH:40][CH2:39][CH2:38]3)=[N:35][CH:36]=2)O1.C1(P(C(P(C2C=CC=CC=2)C2C=CC=CC=2)(CC)CC)C2C=CC=CC=2)C=CC=CC=1.C(=O)([O-])[O-].[K+].[K+]. The catalyst is [CH2-]C=C.[CH2-]C=C.Cl[Pd+].Cl[Pd+].CN(C)C=O. The product is [Cl:20][C:16]1[CH:15]=[C:14]([C:8]2[C:9]([O:12][CH3:13])=[CH:10][CH:11]=[C:6]([CH2:5][C:31]3[CH:32]=[CH:33][C:34]([N:37]4[CH2:38][CH2:39][NH:40][CH2:41][CH2:42]4)=[N:35][CH:36]=3)[C:7]=2[F:21])[CH:19]=[CH:18][CH:17]=1. The yield is 0.180. (5) The yield is 0.780. The product is [CH:19]([N:18]1[C:14]([C:12]2[N:13]=[C:6]3[C:5]4[CH:22]=[CH:23][C:2]([C:32]5[CH:33]=[N:34][NH:35][CH:36]=5)=[CH:3][C:4]=4[O:10][CH2:9][CH2:8][N:7]3[CH:11]=2)=[N:15][CH:16]=[N:17]1)([CH3:21])[CH3:20]. The reactants are Br[C:2]1[CH:23]=[CH:22][C:5]2[C:6]3[N:7]([CH:11]=[C:12]([C:14]4[N:18]([CH:19]([CH3:21])[CH3:20])[N:17]=[CH:16][N:15]=4)[N:13]=3)[CH2:8][CH2:9][O:10][C:4]=2[CH:3]=1.CC1(C)C(C)(C)OB([C:32]2[CH:33]=[N:34][NH:35][CH:36]=2)O1. No catalyst specified. (6) The reactants are [NH2:1][C:2]1[C:3](=[O:9])[NH:4][N:5]=[CH:6][C:7]=1[Cl:8].[C:10](Cl)(=[O:12])[CH3:11]. No catalyst specified. The product is [C:10]([NH:1][C:2]1[C:3](=[O:9])[NH:4][N:5]=[CH:6][C:7]=1[Cl:8])(=[O:12])[CH3:11]. The yield is 0.970. (7) The reactants are [F:1][C:2]1[CH:20]=[CH:19][C:5]([C:6]([NH:8][C:9]2[CH:10]=[N:11][N:12]([CH3:18])[C:13]=2[C:14](OC)=[O:15])=[O:7])=[CH:4][CH:3]=1.O.[NH2:22][NH2:23]. The catalyst is CO. The product is [F:1][C:2]1[CH:20]=[CH:19][C:5]([C:6]([NH:8][C:9]2[CH:10]=[N:11][N:12]([CH3:18])[C:13]=2[C:14]([NH:22][NH2:23])=[O:15])=[O:7])=[CH:4][CH:3]=1. The yield is 0.740.